From a dataset of Reaction yield outcomes from USPTO patents with 853,638 reactions. Predict the reaction yield, written as a fraction of the theoretical maximum amount of product (1.0 means a 100% yield; for example, 0.34 means a 34% yield). (1) The reactants are [CH2:1]([O:8][CH2:9][CH2:10][C@H:11]([NH:31][C:32](=[O:38])[O:33][C:34]([CH3:37])([CH3:36])[CH3:35])[C:12]1[N:17]([C:18]2[CH:23]=[C:22]([F:24])[CH:21]=[C:20]([F:25])[CH:19]=2)[C:16](=[O:26])[C:15]2=[C:27](Br)[CH:28]=[CH:29][N:14]2[N:13]=1)[C:2]1[CH:7]=[CH:6][CH:5]=[CH:4][CH:3]=1.[C:39]([Zn]C#N)#[N:40]. The catalyst is CN(C)C=O.C1C=CC([P]([Pd]([P](C2C=CC=CC=2)(C2C=CC=CC=2)C2C=CC=CC=2)([P](C2C=CC=CC=2)(C2C=CC=CC=2)C2C=CC=CC=2)[P](C2C=CC=CC=2)(C2C=CC=CC=2)C2C=CC=CC=2)(C2C=CC=CC=2)C2C=CC=CC=2)=CC=1. The product is [CH2:1]([O:8][CH2:9][CH2:10][C@H:11]([NH:31][C:32](=[O:38])[O:33][C:34]([CH3:37])([CH3:36])[CH3:35])[C:12]1[N:17]([C:18]2[CH:23]=[C:22]([F:24])[CH:21]=[C:20]([F:25])[CH:19]=2)[C:16](=[O:26])[C:15]2=[C:27]([C:39]#[N:40])[CH:28]=[CH:29][N:14]2[N:13]=1)[C:2]1[CH:7]=[CH:6][CH:5]=[CH:4][CH:3]=1. The yield is 0.770. (2) The product is [O:1]1[CH:5]=[CH:4][CH:3]=[C:2]1[C:6]1[N:10]([C:11]2[S:15][C:14]([CH2:16][NH:17][C:25](=[O:26])[C@@H:23]([NH:22][C:35](=[O:36])[O:37][C:38]([CH3:40])([CH3:39])[CH3:41])[CH3:24])=[CH:13][CH:12]=2)[N:9]=[C:8]([C:18]([F:20])([F:21])[F:19])[CH:7]=1. The yield is 0.490. The reactants are [O:1]1[CH:5]=[CH:4][CH:3]=[C:2]1[C:6]1[N:10]([C:11]2[S:15][C:14]([CH2:16][NH2:17])=[CH:13][CH:12]=2)[N:9]=[C:8]([C:18]([F:21])([F:20])[F:19])[CH:7]=1.[NH:22]([C:35]([O:37][C:38]([CH3:41])([CH3:40])[CH3:39])=[O:36])[C@H:23]([C:25](ON1C(=O)CCC1=O)=[O:26])[CH3:24].C(N(CC)CC)C. The catalyst is C(Cl)Cl. (3) The reactants are CI.[C:3](#N)C.[I:6][C:7]1[CH:12]=[CH:11][C:10]([C:13](=[O:24])[NH:14][CH:15]([C:20]([NH:22][CH3:23])=[O:21])[C:16]([O:18][CH3:19])=[O:17])=[CH:9][CH:8]=1.C(=O)([O-])[O-].[K+].[K+]. The catalyst is O.CN(C=O)C. The product is [I:6][C:7]1[CH:12]=[CH:11][C:10]([C:13](=[O:24])[NH:14][C:15]([CH3:3])([C:20]([NH:22][CH3:23])=[O:21])[C:16]([O:18][CH3:19])=[O:17])=[CH:9][CH:8]=1. The yield is 0.820. (4) The reactants are [F:1][C:2]([F:14])([F:13])[C:3]1[C:7]([C:8](OCC)=[O:9])=[CH:6][NH:5][N:4]=1.[H-].[H-].[H-].[H-].[Li+].[Al+3].CO.CCOC(C)=O. The catalyst is C1COCC1. The product is [F:14][C:2]([F:1])([F:13])[C:3]1[C:7]([CH2:8][OH:9])=[CH:6][NH:5][N:4]=1. The yield is 0.530.